Dataset: Peptide-MHC class II binding affinity with 134,281 pairs from IEDB. Task: Regression. Given a peptide amino acid sequence and an MHC pseudo amino acid sequence, predict their binding affinity value. This is MHC class II binding data. (1) The peptide sequence is ESWGAIWRID. The MHC is DRB1_0301 with pseudo-sequence DRB1_0301. The binding affinity (normalized) is 0.385. (2) The peptide sequence is LQSLGADIASEQAVL. The MHC is DRB1_0401 with pseudo-sequence DRB1_0401. The binding affinity (normalized) is 0.0724. (3) The peptide sequence is INEPVAAAIAYGLDR. The MHC is HLA-DQA10102-DQB10602 with pseudo-sequence HLA-DQA10102-DQB10602. The binding affinity (normalized) is 0.790. (4) The peptide sequence is QQIKFAALSARAVAL. The MHC is DRB1_0301 with pseudo-sequence DRB1_0301. The binding affinity (normalized) is 0.559. (5) The peptide sequence is PSPVRDHYILYCEGEL. The MHC is DRB1_1101 with pseudo-sequence DRB1_1101. The binding affinity (normalized) is 0.0182. (6) The binding affinity (normalized) is 0.431. The peptide sequence is EKKYRAATQFEPLAA. The MHC is HLA-DQA10401-DQB10402 with pseudo-sequence HLA-DQA10401-DQB10402.